The task is: Predict the product of the given reaction.. This data is from Forward reaction prediction with 1.9M reactions from USPTO patents (1976-2016). Given the reactants [NH2:1][C:2]1[CH:3]=[CH:4][C:5]([F:18])=[C:6]([C@:8]2([CH3:17])[C@:13]([F:15])([CH3:14])[CH2:12][O:11][C:10]([NH2:16])=[N:9]2)[CH:7]=1.[Cl:19][C:20]1[C:21]([C:28](O)=[O:29])=[N:22][N:23]([CH:25]([F:27])[F:26])[CH:24]=1, predict the reaction product. The product is: [NH2:16][C:10]1[O:11][CH2:12][C@@:13]([F:15])([CH3:14])[C@:8]([C:6]2[CH:7]=[C:2]([NH:1][C:28]([C:21]3[C:20]([Cl:19])=[CH:24][N:23]([CH:25]([F:27])[F:26])[N:22]=3)=[O:29])[CH:3]=[CH:4][C:5]=2[F:18])([CH3:17])[N:9]=1.